From a dataset of Forward reaction prediction with 1.9M reactions from USPTO patents (1976-2016). Predict the product of the given reaction. (1) Given the reactants [F:1][C:2]1[CH:7]=[CH:6][C:5]([S:8]([NH:11][C:12]2[CH:17]=[C:16]([N+:18]([O-:20])=[O:19])[CH:15]=[CH:14][C:13]=2F)(=[O:10])=[O:9])=[CH:4][CH:3]=1.C([O-])([O-])=O.[K+].[K+].[CH2:28]([O:32][CH2:33][CH3:34])[CH:29]1[O:31][CH2:30]1, predict the reaction product. The product is: [CH2:33]([O:32][CH2:28][CH:29]1[CH2:30][N:11]([S:8]([C:5]2[CH:6]=[CH:7][C:2]([F:1])=[CH:3][CH:4]=2)(=[O:10])=[O:9])[C:12]2[CH:17]=[C:16]([N+:18]([O-:20])=[O:19])[CH:15]=[CH:14][C:13]=2[O:31]1)[CH3:34]. (2) Given the reactants F[C:2]1C=CC=C2C=1C(=O)N(C1C=CC=CC=1)C([C@@H](NC1N=CN=C3C=1N=CN3)CC)=N2.[N+:32]([C:35]1[CH:43]=[CH:42][C:41](C)=[CH:40][C:36]=1[C:37]([OH:39])=O)([O-:34])=[O:33].FC1C=CC=C([N+]([O-])=O)C=1C(O)=O.[F:58][C:59]1[CH:65]=[CH:64][CH:63]=[C:62]([F:66])[C:60]=1[NH2:61].NC1C=CC=CC=1, predict the reaction product. The product is: [F:58][C:59]1[CH:65]=[CH:64][CH:63]=[C:62]([F:66])[C:60]=1[NH:61][C:37](=[O:39])[C:36]1[C:35]([N+:32]([O-:34])=[O:33])=[CH:43][CH:42]=[CH:41][C:40]=1[CH3:2]. (3) The product is: [CH3:17][CH:18]1[NH:19][CH:20]([CH3:24])[CH2:21][N:22]([C:13]2[NH:16][C:4](=[O:5])[C:6]3[C:7]([CH:12]=2)=[CH:8][CH:9]=[CH:10][CH:11]=3)[CH2:23]1. Given the reactants Cl.CO[C:4]([C:6]1[CH:11]=[CH:10][CH:9]=[CH:8][C:7]=1[CH2:12][C:13](=[NH:16])OC)=[O:5].[CH3:17][CH:18]1[CH2:23][NH:22][CH2:21][CH:20]([CH3:24])[NH:19]1, predict the reaction product.